Dataset: Catalyst prediction with 721,799 reactions and 888 catalyst types from USPTO. Task: Predict which catalyst facilitates the given reaction. (1) Reactant: [C:1]([OH:5])(=[O:4])[CH:2]=[CH2:3].C(N(CC([O-])=O)CCN(CC([O-])=O)CC([O-])=O)CN(CC([O-])=O)CC([O-])=O.[Na+].[Na+].[Na+].[Na+].[Na+].[C:38]([OH:42])(=[O:41])[CH:39]=[CH2:40].[C:43]([OH:47])(=[O:46])[CH:44]=[CH2:45].[C:48]([OH:52])(=[O:51])[CH:49]=[CH2:50].[CH2:53]([C:55]([CH2:60][OH:61])([CH2:58][OH:59])[CH2:56][CH3:57])[OH:54].[O-]S(OOS([O-])(=O)=O)(=O)=O.[Na+].[Na+]. Product: [C:1]([OH:5])(=[O:4])[CH:2]=[CH2:3].[C:38]([OH:42])(=[O:41])[CH:39]=[CH2:40].[C:43]([OH:47])(=[O:46])[CH:44]=[CH2:45].[C:48]([OH:52])(=[O:51])[CH:49]=[CH2:50].[CH2:53]([C:55]([CH2:60][OH:61])([CH2:58][OH:59])[CH2:56][CH3:57])[OH:54]. The catalyst class is: 6. (2) Reactant: [CH3:1]COCC.C[Li].[O:8]=[C:9]1[CH2:13][CH2:12][CH2:11][CH:10]1[NH:14][C:15](=[O:21])[O:16][C:17]([CH3:20])([CH3:19])[CH3:18].[Cl-].[Ce+3].[Cl-].[Cl-]. Product: [OH:8][C:9]1([CH3:1])[CH2:13][CH2:12][CH2:11][CH:10]1[NH:14][C:15](=[O:21])[O:16][C:17]([CH3:18])([CH3:20])[CH3:19]. The catalyst class is: 7. (3) Reactant: [NH2:1][C:2]1[N:11]=[C:10]([CH3:12])[C:9]2[C:8](=[O:13])[CH2:7][CH:6]([C:14]3[CH:19]=[CH:18][CH:17]=[CH:16][C:15]=3[C:20]3[CH2:25][CH2:24][CH2:23][CH2:22][CH:21]=3)[CH2:5][C:4]=2[N:3]=1.CCN(C(C)C)C(C)C.[H][H]. Product: [NH2:1][C:2]1[N:11]=[C:10]([CH3:12])[C:9]2[C:8](=[O:13])[CH2:7][CH:6]([C:14]3[CH:19]=[CH:18][CH:17]=[CH:16][C:15]=3[CH:20]3[CH2:21][CH2:22][CH2:23][CH2:24][CH2:25]3)[CH2:5][C:4]=2[N:3]=1. The catalyst class is: 19. (4) Reactant: [C:1]([O:5][C:6]([N:8]([CH2:31][C:32]1[CH:41]=[CH:40][C:35]2[O:36][CH2:37][CH2:38][O:39][C:34]=2[CH:33]=1)[CH:9]1[CH2:14][CH2:13][N:12]([CH2:15][CH2:16][N:17]2[C:26]3[C:21](=[CH:22][CH:23]=[CH:24][CH:25]=3)[C:20]([C:27](O)=[O:28])=[CH:19][C:18]2=[O:30])[CH2:11][CH2:10]1)=[O:7])([CH3:4])([CH3:3])[CH3:2].C(N1C=CN=C1)(N1C=CN=C1)=O.[CH3:54][S:55]([NH2:58])(=[O:57])=[O:56].N12CCCN=C1CCCCC2. Product: [O:36]1[C:35]2[CH:40]=[CH:41][C:32]([CH2:31][N:8]([CH:9]3[CH2:14][CH2:13][N:12]([CH2:15][CH2:16][N:17]4[C:26]5[C:21](=[CH:22][CH:23]=[CH:24][CH:25]=5)[C:20]([C:27]([NH:58][S:55]([CH3:54])(=[O:57])=[O:56])=[O:28])=[CH:19][C:18]4=[O:30])[CH2:11][CH2:10]3)[C:6](=[O:7])[O:5][C:1]([CH3:4])([CH3:3])[CH3:2])=[CH:33][C:34]=2[O:39][CH2:38][CH2:37]1. The catalyst class is: 7. (5) Reactant: Br[C:2]1[S:3][CH:4]=[CH:5][N:6]=1.[C:7]([O:11][C:12]([N:14]1[CH2:21][CH:20]2[CH:16]([CH2:17][NH:18][CH2:19]2)[CH2:15]1)=[O:13])([CH3:10])([CH3:9])[CH3:8]. Product: [C:7]([O:11][C:12]([N:14]1[CH2:15][CH:16]2[CH:20]([CH2:19][N:18]([C:2]3[S:3][CH:4]=[CH:5][N:6]=3)[CH2:17]2)[CH2:21]1)=[O:13])([CH3:10])([CH3:8])[CH3:9]. The catalyst class is: 51.